Predict the product of the given reaction. From a dataset of Forward reaction prediction with 1.9M reactions from USPTO patents (1976-2016). The product is: [N+:1]([C:31]1[C:32](=[O:33])[NH:27][C:28](=[O:34])[NH:29][CH:30]=1)([O-:3])=[O:2].[N:1]([C:40]1[C:41](=[O:42])[NH:36][C:37](=[O:43])[NH:38][CH:39]=1)=[O:3]. Given the reactants [N:1]([O-:3])=[O:2].[Na+].CC(O)=O.N(O)=O.C(O[N+]([O-])=O)C.CC(O[N+]([O-])=O)=O.N([N:27]1[C:32](=[O:33])[CH:31]=[CH:30][NH:29][C:28]1=[O:34])=O.N[N:36]1[C:41](=[O:42])[CH:40]=[CH:39][NH:38][C:37]1=[O:43].N([O-])=O.[Na+], predict the reaction product.